Dataset: HIV replication inhibition screening data with 41,000+ compounds from the AIDS Antiviral Screen. Task: Binary Classification. Given a drug SMILES string, predict its activity (active/inactive) in a high-throughput screening assay against a specified biological target. (1) The molecule is O=C1NC2c3c(Cl)sc(Cl)c3C(=O)C2O1. The result is 0 (inactive). (2) The compound is CC(C)(C)OC(=O)N(CCCCNC(=O)C(F)(F)F)CCCNC(=O)C(F)(F)F. The result is 0 (inactive).